Dataset: Forward reaction prediction with 1.9M reactions from USPTO patents (1976-2016). Task: Predict the product of the given reaction. Given the reactants [Br:1][C:2]1[C:6]([N+:7]([O-])=O)=[C:5]([Br:10])[S:4][C:3]=1[C:11]([O:13][CH2:14][CH3:15])=[O:12].C(=O)(O)[O-].[Na+].C(OCC)(=O)C, predict the reaction product. The product is: [NH2:7][C:6]1[C:2]([Br:1])=[C:3]([C:11]([O:13][CH2:14][CH3:15])=[O:12])[S:4][C:5]=1[Br:10].